From a dataset of Full USPTO retrosynthesis dataset with 1.9M reactions from patents (1976-2016). Predict the reactants needed to synthesize the given product. (1) Given the product [CH:17]1([C:15]([N:7]2[CH2:8][C@H:9]([CH3:14])[N:10]([C:11](=[O:13])[CH3:12])[C:5]3[CH:4]=[CH:3][C:2]([O:68][C:62]4[CH:67]=[CH:66][CH:65]=[CH:64][CH:63]=4)=[N:20][C:6]2=3)=[O:16])[CH2:19][CH2:18]1, predict the reactants needed to synthesize it. The reactants are: Br[C:2]1[CH:3]=[CH:4][C:5]2[N:10]([C:11](=[O:13])[CH3:12])[C@@H:9]([CH3:14])[CH2:8][N:7]([C:15]([CH:17]3[CH2:19][CH2:18]3)=[O:16])[C:6]=2[N:20]=1.BrC1C=CC2N(C(=O)C)[C@@H](C)CNC=2N=1.C1(C(Cl)=O)CC1.BrC1C=C2C(=CC=1)N(C(=O)C)[C@@H](C)CN2C(C1CC1)=O.[C:62]1([OH:68])[CH:67]=[CH:66][CH:65]=[CH:64][CH:63]=1.C(=O)([O-])[O-].[Cs+].[Cs+]. (2) Given the product [CH:27]([C:29]1[CH:34]=[C:33]([C:2]2[CH:3]=[C:4]3[C:8](=[C:9]([C:11]([NH2:13])=[O:12])[CH:10]=2)[NH:7][CH:6]=[C:5]3[CH:14]2[CH2:15][CH2:16][N:17]([S:20]([CH2:23][CH2:24][O:25][CH3:26])(=[O:22])=[O:21])[CH2:18][CH2:19]2)[CH:32]=[CH:31][CH:30]=1)=[O:28], predict the reactants needed to synthesize it. The reactants are: Br[C:2]1[CH:3]=[C:4]2[C:8](=[C:9]([C:11]([NH2:13])=[O:12])[CH:10]=1)[NH:7][CH:6]=[C:5]2[CH:14]1[CH2:19][CH2:18][N:17]([S:20]([CH2:23][CH2:24][O:25][CH3:26])(=[O:22])=[O:21])[CH2:16][CH2:15]1.[CH:27]([C:29]1[CH:30]=[C:31](B(O)O)[CH:32]=[CH:33][CH:34]=1)=[O:28].C(=O)([O-])[O-]. (3) The reactants are: [C:1]1([NH:7][C:8]([CH:10]2[CH2:15][CH2:14][CH2:13][N:12]([C:16]([C:18]3([C:22]4[CH:27]=[CH:26][C:25]([Cl:28])=[CH:24][CH:23]=4)[CH2:21][CH2:20][CH2:19]3)=O)[CH2:11]2)=O)[CH:6]=[CH:5][CH:4]=[CH:3][CH:2]=1.COCCO[AlH2-]OCCOC.[Na+]. Given the product [Cl:28][C:25]1[CH:24]=[CH:23][C:22]([C:18]2([CH2:16][N:12]3[CH2:13][CH2:14][CH2:15][CH:10]([CH2:8][NH:7][C:1]4[CH:2]=[CH:3][CH:4]=[CH:5][CH:6]=4)[CH2:11]3)[CH2:19][CH2:20][CH2:21]2)=[CH:27][CH:26]=1, predict the reactants needed to synthesize it. (4) Given the product [I-:16].[CH3:1][N+:2]1[C:7]([C:8]2[CH:13]=[CH:12][CH:11]=[CH:10][CH:9]=2)=[CH:6][S:5][CH2:4][C:3]=1[S:14][CH3:15], predict the reactants needed to synthesize it. The reactants are: [CH3:1][N:2]1[C:7]([C:8]2[CH:13]=[CH:12][CH:11]=[CH:10][CH:9]=2)=[CH:6][S:5][CH2:4][C:3]1=[S:14].[CH3:15][I:16]. (5) Given the product [Cl:1][C:2]1[CH:3]=[C:4]([OH:9])[CH:5]=[C:6]([F:8])[CH:7]=1, predict the reactants needed to synthesize it. The reactants are: [Cl:1][C:2]1[CH:3]=[C:4]([O:9]C)[CH:5]=[C:6]([F:8])[CH:7]=1.B(Br)(Br)Br.C([O-])(O)=O.[Na+]. (6) Given the product [Cl:1][C:2]1[CH:7]=[C:6]([N:16]2[CH2:17][CH2:18][N:13]([CH3:12])[CH2:14][CH2:15]2)[CH:5]=[CH:4][C:3]=1[N+:9]([O-:11])=[O:10], predict the reactants needed to synthesize it. The reactants are: [Cl:1][C:2]1[CH:7]=[C:6](F)[CH:5]=[CH:4][C:3]=1[N+:9]([O-:11])=[O:10].[CH3:12][N:13]1[CH2:18][CH2:17][NH:16][CH2:15][CH2:14]1.C(=O)([O-])[O-].[K+].[K+]. (7) Given the product [Cl:1][C:2]1[S:3][C:4]([C:10]2[CH:15]=[CH:14][CH:13]=[CH:12][CH:11]=2)=[CH:5][C:6]=1[C:7]([N:18]1[CH2:19][CH2:21][CH2:24][CH2:22]1)=[O:9], predict the reactants needed to synthesize it. The reactants are: [Cl:1][C:2]1[S:3][C:4]([C:10]2[CH:15]=[CH:14][CH:13]=[CH:12][CH:11]=2)=[CH:5][C:6]=1[C:7]([OH:9])=O.CC[N:18]([CH:22]([CH3:24])C)[CH:19]([CH3:21])C.CN(C(ON1N=NC2C=CC=NC1=2)=[N+](C)C)C.F[P-](F)(F)(F)(F)F.N1CCCC1.